Dataset: Full USPTO retrosynthesis dataset with 1.9M reactions from patents (1976-2016). Task: Predict the reactants needed to synthesize the given product. (1) Given the product [NH2:23][C@H:18]1[C@H:19]([F:22])[CH2:20][O:21][C@H:15]([C:14]2[N:13]([CH3:31])[N:12]=[CH:11][C:10]=2[NH:9][C:7]([C:5]2[N:6]=[C:2]([C:37]3[C:38]([F:41])=[CH:39][CH:40]=[C:35]([O:34][CH2:32][CH3:33])[C:36]=3[F:45])[S:3][CH:4]=2)=[O:8])[CH2:16][CH2:17]1, predict the reactants needed to synthesize it. The reactants are: Br[C:2]1[S:3][CH:4]=[C:5]([C:7]([NH:9][C:10]2[CH:11]=[N:12][N:13]([CH3:31])[C:14]=2[C@H:15]2[O:21][CH2:20][C@@H:19]([F:22])[C@H:18]([NH:23]C(=O)OC(C)(C)C)[CH2:17][CH2:16]2)=[O:8])[N:6]=1.[CH2:32]([O:34][C:35]1[C:36]([F:45])=[C:37](B(O)O)[C:38]([F:41])=[CH:39][CH:40]=1)[CH3:33]. (2) Given the product [NH:8]1[C:5]2=[N:6][CH:7]=[C:2]([N:12]3[CH2:15][CH:14]([NH:16][C:17](=[O:23])[O:18][C:19]([CH3:21])([CH3:20])[CH3:22])[CH2:13]3)[CH:3]=[C:4]2[CH:10]=[CH:9]1, predict the reactants needed to synthesize it. The reactants are: Br[C:2]1[CH:3]=[C:4]2[CH:10]=[CH:9][NH:8][C:5]2=[N:6][CH:7]=1.Cl.[NH:12]1[CH2:15][CH:14]([NH:16][C:17](=[O:23])[O:18][C:19]([CH3:22])([CH3:21])[CH3:20])[CH2:13]1.CC(C1C=C(C(C)C)C(C2C=CC=CC=2P(C2CCCCC2)C2CCCCC2)=C(C(C)C)C=1)C.C([O-])([O-])=O.[Cs+].[Cs+]. (3) The reactants are: CS(O[CH:6]([C:8]1[N:20]=[C:19]2[N:10]([C:11]([NH:23][CH2:24][C:25]3[CH:30]=[CH:29][C:28]([O:31][CH3:32])=[CH:27][C:26]=3[O:33][CH3:34])=[N:12][C:13]3[C:14]([O:21][CH3:22])=[CH:15][CH:16]=[CH:17][C:18]=32)[N:9]=1)[CH3:7])(=O)=O.[Cl-:35].[Li+]. Given the product [Cl:35][CH:6]([C:8]1[N:20]=[C:19]2[N:10]([C:11]([NH:23][CH2:24][C:25]3[CH:30]=[CH:29][C:28]([O:31][CH3:32])=[CH:27][C:26]=3[O:33][CH3:34])=[N:12][C:13]3[C:14]([O:21][CH3:22])=[CH:15][CH:16]=[CH:17][C:18]=32)[N:9]=1)[CH3:7], predict the reactants needed to synthesize it. (4) Given the product [CH:14]1[C:10]2[CH:11]=[CH:12][C:13]3[CH:3]=[CH:4][CH:5]=[CH:6][C:7]=3[CH:8]([CH2:18][CH2:19][O:85][C:83](=[O:84])[C:82]3[C:78]([C:79]4[CH:53]=[CH:52][CH:51]=[C:75]([Cl:45])[CH:80]=4)=[C:77]([C:58]([N:59]4[CH2:64][CH2:63][N:62]([CH3:88])[CH2:61][CH2:60]4)=[O:1])[C:68]([CH3:69])=[N:67][C:70]=3[CH3:71])[C:9]=2[CH:17]=[CH:16][CH:15]=1, predict the reactants needed to synthesize it. The reactants are: [OH-:1].[Na+].[CH:3]1[C:13]2[CH:12]=[CH:11][C:10]3[CH:14]=[CH:15][CH:16]=[CH:17][C:9]=3[CH:8]([CH2:18][CH2:19]OC(C3C(C4C=CC=C(Cl)C=4)C(C(OCCC#N)=O)=C(C)NC=3C)=O)[C:7]=2[CH:6]=[CH:5][CH:4]=1.[ClH:45].CCN=C=N[CH2:51][CH2:52][CH2:53]N(C)C.Cl.[CH3:58][N:59]1[CH2:64][CH2:63][NH:62][CH2:61][CH2:60]1.C([N:67]([CH2:70][CH3:71])[CH2:68][CH3:69])C.CN([C:75]1[CH:80]=[CH:79][CH:78]=[CH:77]N=1)C.F[C:82](F)(F)[C:83]([O-:85])=[O:84].[CH3:88]O. (5) Given the product [CH3:1][O:2][CH2:3][CH2:4][O:5][C:10]1[N:11]=[N:12][C:13]([C:27]#[N:28])=[C:14]([N:16]2[CH2:22][CH2:21][C:20]3[CH:23]=[CH:24][CH:25]=[CH:26][C:19]=3[CH2:18][CH2:17]2)[N:15]=1, predict the reactants needed to synthesize it. The reactants are: [CH3:1][O:2][CH2:3][CH2:4][OH:5].[H-].[Na+].CS[C:10]1[N:11]=[N:12][C:13]([C:27]#[N:28])=[C:14]([N:16]2[CH2:22][CH2:21][C:20]3[CH:23]=[CH:24][CH:25]=[CH:26][C:19]=3[CH2:18][CH2:17]2)[N:15]=1.